This data is from Catalyst prediction with 721,799 reactions and 888 catalyst types from USPTO. The task is: Predict which catalyst facilitates the given reaction. (1) Reactant: [C:1]([O:5][C:6]([NH:8][C@@H:9]1[CH2:11][C@H:10]1[C:12]1[CH:13]=[C:14]([CH:18]=[CH:19][CH:20]=1)[C:15]([OH:17])=O)=[O:7])([CH3:4])([CH3:3])[CH3:2].F[P-](F)(F)(F)(F)F.N1(OC(N(C)C)=[N+](C)C)C2[N:33]=[CH:34][CH:35]=[CH:36][C:31]=2N=N1.N1CCCC1.C(N(CC)CC)C. Product: [N:33]1([C:15]([C:14]2[CH:13]=[C:12]([C@@H:10]3[CH2:11][C@H:9]3[NH:8][C:6](=[O:7])[O:5][C:1]([CH3:2])([CH3:3])[CH3:4])[CH:20]=[CH:19][CH:18]=2)=[O:17])[CH2:34][CH2:35][CH2:36][CH2:31]1. The catalyst class is: 18. (2) Reactant: [H-].[Al+3].[Li+].[H-].[H-].[H-].C[O:8][C:9]([C:11]1([C:23]2[CH:28]=[CH:27][C:26]([F:29])=[CH:25][CH:24]=2)[CH2:15][CH2:14][CH2:13][N:12]1[C:16]([O:18][C:19]([CH3:22])([CH3:21])[CH3:20])=[O:17])=O. Product: [C:19]([O:18][C:16]([N:12]1[CH2:13][CH2:14][CH2:15][C:11]1([C:23]1[CH:28]=[CH:27][C:26]([F:29])=[CH:25][CH:24]=1)[CH2:9][OH:8])=[O:17])([CH3:22])([CH3:20])[CH3:21]. The catalyst class is: 27.